This data is from Experimentally validated miRNA-target interactions with 360,000+ pairs, plus equal number of negative samples. The task is: Binary Classification. Given a miRNA mature sequence and a target amino acid sequence, predict their likelihood of interaction. (1) The miRNA is hsa-miR-3151-3p with sequence CCUGAUCCCACAGCCCACCU. The protein sequence of the target gene is MAESVERLQQRVQELERELAQERSLQVPRSGDGGGGRVRIEKMSSEVVDSNPYSRLMALKRMGIVSDYEKIRTFAVAIVGVGGVGSVTAEMLTRCGIGKLLLFDYDKVELANMNRLFFQPHQAGLSKVQAAEHTLRNINPDVLFEVHNYNITTVENFQHFMDRISNGGLEEGKPVDLVLSCVDNFEARMTINTACNELGQTWMESGVSENAVSGHIQLIIPGESACFACAPPLVVAANIDEKTLKREGVCAASLPTTMGVVAGILVQNVLKFLLNFGTVSFYLGYNAMQDFFPTMSMKPN.... Result: 0 (no interaction). (2) The protein sequence of the target gene is MAATLLMAGSQAPVTFEDMAMYLTREEWRPLDAAQRDLYRDVMQENYGNVVSLDFEIRSENEVNPKQEISEDVQFGTTSERPAENAEENPESEEGFESGDRSERQWGDLTAEEWVSYPLQPVTDLLVHKEVHTGIRYHICSHCGKAFSQISDLNRHQKTHTGDRPYKCYECGKGFSRSSHLIQHQRTHTGERPYDCNECGKSFGRSSHLIQHQTIHTGEKPHKCNECGKSFCRLSHLIQHQRTHSGEKPYECEECGKSFSRSSHLAQHQRTHTGEKPYECNECGRGFSERSDLIKHYRVH.... Result: 1 (interaction). The miRNA is hsa-miR-6752-5p with sequence GGGGGGUGUGGAGCCAGGGGGC. (3) The miRNA is hsa-miR-1273h-5p with sequence CUGGGAGGUCAAGGCUGCAGU. The protein sequence of the target gene is MPSKSLVMEYLAHPSTLGLAVGVACGMCLGWSLRVCFGMLPKSKTSKTHTDTESEASILGDSGEYKMILVVRNDLKMGKGKVAAQCSHAAVSAYKQIQRRNPEMLKQWEYCGQPKVVVKAPDEETLIALLAHAKMLGLTVSLIQDAGRTQIAPGSQTVLGIGPGPADLIDKVTGHLKLY. Result: 1 (interaction). (4) The miRNA is hsa-miR-4291 with sequence UUCAGCAGGAACAGCU. The protein sequence of the target gene is MAEFSQKRGKRRSDEGLGSMVDFLLANARLVLGVGGAAVLGIATLAVKRFIDRATSPRDEDDTKADSWKELSLLKATPHLQPRPPPAALSQPVLPLAPSSSAPEGPAETDPEVTPQLSSPAPLCLTLQERLLAFERDRVTIPAAQVALAKQLAGDIALELQAYFRSKFPELPFGAFVPGGPLYDGLQAGAADHVRLLVPLVLEPGLWSLVPGVDTVARDPRCWAVRRTQLEFCPRGSSPWDRFLVGGYLSSRVLLELLRKALAASVNWPAIGSLLGCLIRPSMASEELLLEVQHERLELT.... Result: 1 (interaction). (5) The miRNA is hsa-miR-5697 with sequence UCAAGUAGUUUCAUGAUAAAGG. The protein sequence of the target gene is MPGRSSSNSGSTGFISFSGVESALSSLKNFQACINSGMDTASSVALDLVESQTEVSSEYSMDKAMVEFATLDRQLNHYVKAVQSTINHVKEERPEKIPDLKLLVEKKFLALQSKNSDADFQNNEKFVQFKQQLKELKKQCGLQADREADGTEGVDEDIIVTQSQTNFTCPITKEEMKKPVKNKVCGHTYEEDAIVRMIESRQKRKKKAYCPQIGCSHTDIRKSDLIQDEALRRAIENHNKKRHRHSE. Result: 0 (no interaction). (6) The miRNA is rno-miR-99b-5p with sequence CACCCGUAGAACCGACCUUGCG. The protein sequence of the target gene is MSAYPKSYNPFDDDGEDEGARPAPWRDARDLPDGPDAPADRQQYLRQEVLRRAEATAASTSRSLALMYESEKVGVASSEELARQRGVLERTEKMVDKMDQDLKISQKHINSIKSVFGGLVNYFKSKPVETPPEQNGTLTSQPNNRLKEAISTSKEQEAKYQASHPNLRKLDDTDPVPRGAGSAMSTDAYPKNPHLRAYHQKIDSNLDELSMGLGRLKDIALGMQTEIEEQDDILDRLTTKVDKLDVNIKSTERKVRQL. Result: 0 (no interaction). (7) The miRNA is mmu-miR-185-5p with sequence UGGAGAGAAAGGCAGUUCCUGA. The protein sequence of the target gene is MAENTDRNQIEKLLNRVKELEQEVERLKKKKEQANNIKDSSIRENSLGSGKAKRAFDFSAHGRRHVALKIAYLGWGYQGFASQENTSNTIEEKLFEALTKTRLVESRQTSNYHRCGRTDKGVSAFGQVISLDLRSQFPTSRDSEDSNLKHEADDLAKEIRYTHILNRVLPADIRVLAWAPVEPSFSARFSCLERTYRYFFPRADLDIATMNYAAQKYVGTHDFRNLCKMDVANGVINFQRTILCAQVQLVAQSPGEERRQEPFQLCQFEVIGQAFLYHQVRCMMAILFLIGQGMEKPEII.... Result: 0 (no interaction). (8) The miRNA is hsa-miR-5685 with sequence ACAGCCCAGCAGUUAUCACGGG. The protein sequence of the target gene is MVNLESMHTDIKMSGDVADSTDARSTLSQVEPGNDRNGLDFNRQIKTEDLSDSLQQTLSHRPCHLSQGPAMMSGNQMSGLNASPCQDMASLHPLQQLVLVPGHLQSVSQFLLSQTQPGQQGLQPNLLPFPQQQSGLLLPQTGPGLASQAFGHPGLPGSSLEPHLEASQHLPVPKHLPSSGGADEPSDLEELEKFAKTFKQRRIKLGFTQGDVGLAMGKLYGNDFSQTTISRFEALNLSFKNMCKLKPLLEKWLNDAESSPSDPSVSTPSSYPSLSEVFGRKRKKRTSIETNIRLTLEKRF.... Result: 1 (interaction).